From a dataset of Full USPTO retrosynthesis dataset with 1.9M reactions from patents (1976-2016). Predict the reactants needed to synthesize the given product. (1) Given the product [CH2:11]1[C:8]2([CH2:7][CH2:6][C:5]3([O:1][CH2:2][CH2:3][O:4]3)[CH2:10][CH2:9]2)[CH2:13][O:14]1, predict the reactants needed to synthesize it. The reactants are: [O:1]1[C:5]2([CH2:10][CH2:9][C:8]([CH2:13][OH:14])([CH2:11]O)[CH2:7][CH2:6]2)[O:4][CH2:3][CH2:2]1.C([Li])CCC.CC1C=CC=CC=1S(Cl)(=O)=O.[NH4+].[Cl-]. (2) Given the product [ClH:40].[F:1][C:2]1[C:7]([C:8]2[N:9]=[C:10]([CH2:24][NH:25][CH3:26])[S:11][C:12]=2[S:13]([C:16]2[CH:21]=[CH:20][CH:19]=[C:18]([O:22][CH3:23])[CH:17]=2)(=[O:14])=[O:15])=[CH:6][CH:5]=[CH:4][N:3]=1, predict the reactants needed to synthesize it. The reactants are: [F:1][C:2]1[C:7]([C:8]2[N:9]=[C:10]([CH2:24][N:25](C)[C:26](=O)OC(C)(C)C)[S:11][C:12]=2[S:13]([C:16]2[CH:21]=[CH:20][CH:19]=[C:18]([O:22][CH3:23])[CH:17]=2)(=[O:15])=[O:14])=[CH:6][CH:5]=[CH:4][N:3]=1.C(OCC)(=O)C.[ClH:40]. (3) Given the product [CH3:24][C:25]1[N:26]=[C:27]([N:35]2[CH2:39][CH2:38][N:37]([CH2:40][C:41]3[CH:46]=[CH:45][C:44]([C:47]([F:50])([F:49])[F:48])=[CH:43][CH:42]=3)[C:36]2=[O:51])[S:28][C:29]=1[C:30]([OH:32])=[O:31], predict the reactants needed to synthesize it. The reactants are: CC1N=C(N2CCN(C3C=CC=CC=3)C2=O)SC=1C(OCC)=O.[CH3:24][C:25]1[N:26]=[C:27]([N:35]2[CH2:39][CH2:38][N:37]([CH2:40][C:41]3[CH:46]=[CH:45][C:44]([C:47]([F:50])([F:49])[F:48])=[CH:43][CH:42]=3)[C:36]2=[O:51])[S:28][C:29]=1[C:30]([O:32]CC)=[O:31]. (4) Given the product [OH:1][CH2:2][CH2:3][CH:4]1[C:9]2[S:10][C:11]([C:13]([NH2:15])=[O:14])=[C:12]([Cl:35])[C:8]=2[CH2:7][CH2:6][O:5]1, predict the reactants needed to synthesize it. The reactants are: [OH:1][CH2:2][CH2:3][CH:4]1[C:9]2[S:10][C:11]([C:13]([NH2:15])=[O:14])=[CH:12][C:8]=2[CH2:7][CH2:6][O:5]1.[Si](OCCC1C2SC(C(O)=O)=C([Cl:35])C=2CCO1)(C(C)(C)C)(C)C. (5) Given the product [CH3:26][S:27]([O:1][CH2:2][CH2:3][O:4][C:5]1[CH:6]=[CH:7][C:8]([CH2:11][C:12]([CH3:25])([O:18][C:19]2[CH:20]=[CH:21][CH:22]=[CH:23][CH:24]=2)[C:13]([O:15][CH2:16][CH3:17])=[O:14])=[CH:9][CH:10]=1)(=[O:29])=[O:28], predict the reactants needed to synthesize it. The reactants are: [OH:1][CH2:2][CH2:3][O:4][C:5]1[CH:10]=[CH:9][C:8]([CH2:11][C:12]([CH3:25])([O:18][C:19]2[CH:24]=[CH:23][CH:22]=[CH:21][CH:20]=2)[C:13]([O:15][CH2:16][CH3:17])=[O:14])=[CH:7][CH:6]=1.[CH3:26][S:27](Cl)(=[O:29])=[O:28]. (6) The reactants are: [H-].[Na+].[CH:3]1[C:13]2[CH2:12][O:11][C:10]3[CH:14]=[CH:15][CH:16]=[CH:17][C:9]=3[NH:8][C:7]=2[CH:6]=[CH:5][CH:4]=1.Br[CH2:19][C:20]([O:22]CC)=[O:21].S([O-])(O)(=O)=O.[K+]. Given the product [C:20]([CH2:19][N:8]1[C:7]2[CH:6]=[CH:5][CH:4]=[CH:3][C:13]=2[CH2:12][O:11][C:10]2[CH:14]=[CH:15][CH:16]=[CH:17][C:9]1=2)([OH:22])=[O:21], predict the reactants needed to synthesize it.